This data is from Forward reaction prediction with 1.9M reactions from USPTO patents (1976-2016). The task is: Predict the product of the given reaction. (1) Given the reactants [OH:1][C:2]1[C:11]2[C:6](=[CH:7][CH:8]=[CH:9][CH:10]=2)[C:5]([CH3:12])=[N:4][C:3]=1[C:13]([O:15][CH3:16])=[O:14].C(N(CC)C(C)C)(C)C.[F:26][C:27]([F:40])([F:39])[S:28](O[S:28]([C:27]([F:40])([F:39])[F:26])(=[O:30])=[O:29])(=[O:30])=[O:29], predict the reaction product. The product is: [CH3:12][C:5]1[C:6]2[C:11](=[CH:10][CH:9]=[CH:8][CH:7]=2)[C:2]([O:1][S:28]([C:27]([F:40])([F:39])[F:26])(=[O:30])=[O:29])=[C:3]([C:13]([O:15][CH3:16])=[O:14])[N:4]=1. (2) Given the reactants [Br:1][C:2]1[C:3]([CH2:13][CH3:14])=[C:4]([CH:8]([CH2:11]O)[CH2:9]O)[CH:5]=C[CH:7]=1.[C:15]1([CH:21]([NH2:28])[C:22]2[CH:27]=[CH:26][CH:25]=[CH:24][CH:23]=2)[CH:20]=[CH:19][CH:18]=[CH:17][CH:16]=1.FC(F)(F)S(OS(C(F)(F)F)(=O)=O)(=O)=O.CCN(C(C)C)C(C)C, predict the reaction product. The product is: [CH:21]([N:28]1[CH2:9][CH:8]([C:4](=[CH2:5])[C:3]([CH2:13][CH3:14])=[C:2]([Br:1])[CH3:7])[CH2:11]1)([C:22]1[CH:23]=[CH:24][CH:25]=[CH:26][CH:27]=1)[C:15]1[CH:20]=[CH:19][CH:18]=[CH:17][CH:16]=1. (3) Given the reactants [Cl:1][C:2]1[CH:26]=[CH:25][C:5]([CH2:6][C:7]2[N:8]=[C:9]([C:19]3[CH:24]=[CH:23][N:22]=[CH:21][CH:20]=3)[S:10][C:11]=2[C:12](=O)/[CH:13]=[CH:14]/N(C)C)=[CH:4][CH:3]=1.Cl.[NH2:28][C:29]([NH2:31])=[NH:30].[O-]CC.[Na+], predict the reaction product. The product is: [Cl:1][C:2]1[CH:3]=[CH:4][C:5]([CH2:6][C:7]2[N:8]=[C:9]([C:19]3[CH:20]=[CH:21][N:22]=[CH:23][CH:24]=3)[S:10][C:11]=2[C:12]2[CH:13]=[CH:14][N:28]=[C:29]([NH2:31])[N:30]=2)=[CH:25][CH:26]=1.